This data is from Cav3 T-type calcium channel HTS with 100,875 compounds. The task is: Binary Classification. Given a drug SMILES string, predict its activity (active/inactive) in a high-throughput screening assay against a specified biological target. (1) The drug is S(=O)(=O)(N(C)C)c1cc(c2nnc(N3CCCCC3)c3c2cccc3)ccc1C. The result is 0 (inactive). (2) The compound is S(=O)(=O)(NCCCNC(=O)N1CCOCC1)c1ccc(cc1)C. The result is 0 (inactive). (3) The drug is S=C(NC1CC1)NC(=O)c1cccnc1. The result is 0 (inactive). (4) The compound is O(c1nnc(c2c(ccc(c2)C)C)c2c1cccc2)CC(=O)Nc1noc(c1)C. The result is 0 (inactive). (5) The molecule is Brc1oc(C(=O)Nc2c(scc2)C(OC)=O)cc1. The result is 0 (inactive). (6) The molecule is S(c1n(c2c(n(c(=O)n(c2=O)C)C)n1)C)CC(=O)Nc1c(cccc1)C(OCC)=O. The result is 0 (inactive).